This data is from Forward reaction prediction with 1.9M reactions from USPTO patents (1976-2016). The task is: Predict the product of the given reaction. (1) The product is: [Br:15][C:10]1[CH:11]=[CH:12][CH:13]=[C:14]2[C:9]=1[CH:8]=[CH:7][N:6]=[CH:5]2. Given the reactants [Al+3].[Cl-].[Cl-].[Cl-].[CH:5]1[C:14]2[C:9](=[CH:10][CH:11]=[CH:12][CH:13]=2)[CH:8]=[CH:7][N:6]=1.[Br:15]Br, predict the reaction product. (2) Given the reactants [Cl-].[Ce+3].[Cl-].[Cl-].[CH:5]([Mg]Br)=[CH2:6].C1COCC1.[CH3:14][C@H:15]1[C:19](=[O:20])[CH2:18][CH2:17][N:16]1[C:21]([O:23][C:24]([CH3:27])([CH3:26])[CH3:25])=[O:22], predict the reaction product. The product is: [OH:20][C@@:19]1([CH:5]=[CH2:6])[CH2:18][CH2:17][N:16]([C:21]([O:23][C:24]([CH3:27])([CH3:26])[CH3:25])=[O:22])[C@H:15]1[CH3:14]. (3) Given the reactants [CH:1]1([NH2:4])[CH2:3][CH2:2]1.[Br:5][C:6]1[N:7]=[C:8]([NH:26][C:27]([CH3:43])([C:29]2[CH:34]=[CH:33][CH:32]=[CH:31][C:30]=2[O:35][CH2:36][C:37]2[CH:42]=[CH:41][CH:40]=[CH:39][CH:38]=2)[CH3:28])[C:9](=[O:25])[N:10]([C:12]2[CH:13]=[C:14]([CH:20]=[C:21]([F:24])[C:22]=2[CH3:23])[C:15](OCC)=[O:16])[CH:11]=1.C([Mg]Cl)(C)C.Cl, predict the reaction product. The product is: [Br:5][C:6]1[N:7]=[C:8]([NH:26][C:27]([CH3:43])([C:29]2[CH:34]=[CH:33][CH:32]=[CH:31][C:30]=2[O:35][CH2:36][C:37]2[CH:38]=[CH:39][CH:40]=[CH:41][CH:42]=2)[CH3:28])[C:9](=[O:25])[N:10]([C:12]2[CH:13]=[C:14]([CH:20]=[C:21]([F:24])[C:22]=2[CH3:23])[C:15]([NH:4][CH:1]2[CH2:3][CH2:2]2)=[O:16])[CH:11]=1. (4) Given the reactants [CH3:1][S:2]([CH2:5][CH2:6][N:7]1[CH2:13][CH2:12][C:11]2[CH:14]=[C:15]([NH2:20])[C:16]([O:18][CH3:19])=[CH:17][C:10]=2[CH2:9][CH2:8]1)(=[O:4])=[O:3].Cl[C:22]1[N:27]=[C:26]([NH:28][C:29]2[CH:34]=[CH:33][C:32]([N:35]3[CH2:40][CH2:39][N:38]([CH3:41])[CH2:37][CH2:36]3)=[CH:31][C:30]=2[O:42][CH3:43])[C:25]([F:44])=[CH:24][N:23]=1, predict the reaction product. The product is: [F:44][C:25]1[C:26]([NH:28][C:29]2[CH:34]=[CH:33][C:32]([N:35]3[CH2:40][CH2:39][N:38]([CH3:41])[CH2:37][CH2:36]3)=[CH:31][C:30]=2[O:42][CH3:43])=[N:27][C:22]([NH:20][C:15]2[C:16]([O:18][CH3:19])=[CH:17][C:10]3[CH2:9][CH2:8][N:7]([CH2:6][CH2:5][S:2]([CH3:1])(=[O:4])=[O:3])[CH2:13][CH2:12][C:11]=3[CH:14]=2)=[N:23][CH:24]=1. (5) Given the reactants [Cl:1][C:2]1[CH:3]=[C:4]([CH:19]=[CH:20][C:21]=1[O:22][CH3:23])[CH2:5][NH:6][C:7]1[C:12]([C:13](O)=[O:14])=[C:11]([Cl:16])[N:10]=[C:9]([S:17][CH3:18])[N:8]=1.S(Cl)([Cl:26])=O, predict the reaction product. The product is: [Cl:1][C:2]1[CH:3]=[C:4]([CH:19]=[CH:20][C:21]=1[O:22][CH3:23])[CH2:5][NH:6][C:7]1[C:12]([C:13]([Cl:26])=[O:14])=[C:11]([Cl:16])[N:10]=[C:9]([S:17][CH3:18])[N:8]=1. (6) Given the reactants O[C:2]1[C:3]2[N:4]([CH:10]=[C:11]([N+:13]([O-:15])=[O:14])[CH:12]=2)[N:5]=[CH:6][C:7]=1[C:8]#[N:9].C(N(CC)C1C=CC=CC=1)C.O=P(Cl)(Cl)[Cl:29], predict the reaction product. The product is: [Cl:29][C:2]1[C:3]2[N:4]([CH:10]=[C:11]([N+:13]([O-:15])=[O:14])[CH:12]=2)[N:5]=[CH:6][C:7]=1[C:8]#[N:9]. (7) Given the reactants [C:1]([O:5][C:6]([N:8]1[CH2:13][CH2:12][C:11]([NH:18][C:19]2[CH:24]=[CH:23][CH:22]=[C:21]([NH:25][C:26]([C:39]3[CH:44]=[CH:43][CH:42]=[CH:41][CH:40]=3)([C:33]3[CH:38]=[CH:37][CH:36]=[CH:35][CH:34]=3)[C:27]3[CH:32]=[CH:31][CH:30]=[CH:29][CH:28]=3)[CH:20]=2)([C:14]([O:16][CH3:17])=[O:15])[CH2:10][CH2:9]1)=[O:7])([CH3:4])([CH3:3])[CH3:2].[C:45](O[C:45](=[O:48])[CH2:46][CH3:47])(=[O:48])[CH2:46][CH3:47].C(N(C(C)C)CC)(C)C.C(=O)([O-])O.[Na+], predict the reaction product. The product is: [C:1]([O:5][C:6]([N:8]1[CH2:9][CH2:10][C:11]([N:18]([C:19]2[CH:24]=[CH:23][CH:22]=[C:21]([NH:25][C:26]([C:33]3[CH:38]=[CH:37][CH:36]=[CH:35][CH:34]=3)([C:27]3[CH:28]=[CH:29][CH:30]=[CH:31][CH:32]=3)[C:39]3[CH:44]=[CH:43][CH:42]=[CH:41][CH:40]=3)[CH:20]=2)[C:45](=[O:48])[CH2:46][CH3:47])([C:14]([O:16][CH3:17])=[O:15])[CH2:12][CH2:13]1)=[O:7])([CH3:4])([CH3:2])[CH3:3].